This data is from NCI-60 drug combinations with 297,098 pairs across 59 cell lines. The task is: Regression. Given two drug SMILES strings and cell line genomic features, predict the synergy score measuring deviation from expected non-interaction effect. (1) Drug 1: CN1C2=C(C=C(C=C2)N(CCCl)CCCl)N=C1CCCC(=O)O.Cl. Drug 2: CCCCCOC(=O)NC1=NC(=O)N(C=C1F)C2C(C(C(O2)C)O)O. Cell line: NCI-H226. Synergy scores: CSS=3.34, Synergy_ZIP=-1.03, Synergy_Bliss=-0.229, Synergy_Loewe=0.159, Synergy_HSA=0.269. (2) Drug 1: CC12CCC3C(C1CCC2NC(=O)OCC(F)(F)F)CCC4C3(C=CC(=O)N4C)C. Drug 2: C1CC(C1)(C2=CC=C(C=C2)C3=C(C=C4C(=N3)C=CN5C4=NNC5=O)C6=CC=CC=C6)N. Cell line: OVCAR3. Synergy scores: CSS=52.7, Synergy_ZIP=3.20, Synergy_Bliss=2.79, Synergy_Loewe=-12.1, Synergy_HSA=2.81. (3) Drug 1: CCC(=C(C1=CC=CC=C1)C2=CC=C(C=C2)OCCN(C)C)C3=CC=CC=C3.C(C(=O)O)C(CC(=O)O)(C(=O)O)O. Drug 2: CC(C)CN1C=NC2=C1C3=CC=CC=C3N=C2N. Cell line: MALME-3M. Synergy scores: CSS=2.39, Synergy_ZIP=1.05, Synergy_Bliss=2.01, Synergy_Loewe=-0.637, Synergy_HSA=-0.151.